From a dataset of Catalyst prediction with 721,799 reactions and 888 catalyst types from USPTO. Predict which catalyst facilitates the given reaction. (1) Reactant: [C:1]([NH:8][C:9]1[CH:14]=[CH:13][C:12]([Br:15])=[CH:11][N:10]=1)([O:3][C:4]([CH3:7])([CH3:6])[CH3:5])=[O:2].[H-].[Na+].I[CH2:19][CH3:20]. Product: [C:4]([O:3][C:1](=[O:2])[N:8]([C:9]1[CH:14]=[CH:13][C:12]([Br:15])=[CH:11][N:10]=1)[CH2:19][CH3:20])([CH3:7])([CH3:6])[CH3:5]. The catalyst class is: 1. (2) Reactant: [C:1]1([C:7]([NH:10][C:11]2[O:12][C:13]([C:16]3[CH:17]=[C:18]4[C:22](=[CH:23][CH:24]=3)[N:21]([S:25]([C:28]3[CH:34]=[CH:33][C:31]([CH3:32])=[CH:30][CH:29]=3)(=[O:27])=[O:26])[CH:20]=[C:19]4B3OC(C)(C)C(C)(C)O3)=[N:14][N:15]=2)([CH3:9])[CH3:8])[CH:6]=[CH:5][CH:4]=[CH:3][CH:2]=1.C1(P(C2CCCCC2)C2C=CC=CC=2C2C(C(C)C)=CC(C(C)C)=CC=2C(C)C)CCCCC1.Br[C:79]1[CH:84]=[N:83][CH:82]=[C:81]([CH:85]2[CH2:87][CH2:86]2)[N:80]=1.P([O-])([O-])([O-])=O.[K+].[K+].[K+]. Product: [CH:85]1([C:81]2[N:80]=[C:79]([C:19]3[C:18]4[C:22](=[CH:23][CH:24]=[C:16]([C:13]5[O:12][C:11]([NH:10][C:7]([C:1]6[CH:6]=[CH:5][CH:4]=[CH:3][CH:2]=6)([CH3:8])[CH3:9])=[N:15][N:14]=5)[CH:17]=4)[N:21]([S:25]([C:28]4[CH:29]=[CH:30][C:31]([CH3:32])=[CH:33][CH:34]=4)(=[O:27])=[O:26])[CH:20]=3)[CH:84]=[N:83][CH:82]=2)[CH2:87][CH2:86]1. The catalyst class is: 110. (3) Reactant: C(N(C(C)C)CC)(C)C.[C:10]([O:14][C:15]([N:17]1[CH2:22][CH2:21][NH:20][CH2:19][CH2:18]1)=[O:16])([CH3:13])([CH3:12])[CH3:11].[N+:23]([C:26]1[CH:31]=[CH:30][C:29]([S:32](Cl)(=[O:34])=[O:33])=[CH:28][CH:27]=1)([O-:25])=[O:24]. Product: [C:10]([O:14][C:15]([N:17]1[CH2:22][CH2:21][N:20]([S:32]([C:29]2[CH:28]=[CH:27][C:26]([N+:23]([O-:25])=[O:24])=[CH:31][CH:30]=2)(=[O:33])=[O:34])[CH2:19][CH2:18]1)=[O:16])([CH3:13])([CH3:11])[CH3:12]. The catalyst class is: 2.